Dataset: Full USPTO retrosynthesis dataset with 1.9M reactions from patents (1976-2016). Task: Predict the reactants needed to synthesize the given product. (1) Given the product [ClH:48].[ClH:48].[CH3:1][N:2]1[C:10]2[CH:9]=[C:8]([N:11]3[CH:16]=[CH:15][C:14]([C:17]4[CH:18]=[N:19][C:20]([CH3:23])=[CH:21][CH:22]=4)=[CH:13][C:12]3=[O:24])[CH:7]=[CH:6][C:5]=2[C:4]2[CH2:25][NH:26][CH2:27][CH2:28][C:3]1=2, predict the reactants needed to synthesize it. The reactants are: [CH3:1][N:2]1[C:10]2[CH:9]=[C:8]([N:11]3[CH:16]=[CH:15][C:14]([C:17]4[CH:18]=[N:19][C:20]([CH3:23])=[CH:21][CH:22]=4)=[CH:13][C:12]3=[O:24])[CH:7]=[CH:6][C:5]=2[C:4]2[CH2:25][N:26](C(OC(C)(C)C)=O)[CH2:27][CH2:28][C:3]1=2.C1(N)C(F)=C(F)C(F)=C(N)C=1F.[ClH:48].Cl. (2) Given the product [CH2:10]1[O:11][C:3]2[CH:2]=[CH:1][C:6]([CH:7]=[CH:15][N+:12]([O-:14])=[O:13])=[CH:5][C:4]=2[O:9]1, predict the reactants needed to synthesize it. The reactants are: [CH:1]1[C:6]([CH:7]=O)=[CH:5][C:4]2[O:9][CH2:10][O:11][C:3]=2[CH:2]=1.[N+:12]([CH3:15])([O-:14])=[O:13].[OH-].[Na+]. (3) Given the product [CH3:1][N:2]1[CH2:7][CH2:6][CH:5]([C:8]2[CH:9]=[CH:10][C:11]([O:15][C:16]([F:17])([F:18])[F:19])=[C:12]([NH2:14])[CH:13]=2)[CH2:4][CH2:3]1, predict the reactants needed to synthesize it. The reactants are: [CH3:1][N:2]1[CH2:7][CH:6]=[C:5]([C:8]2[CH:9]=[CH:10][C:11]([O:15][C:16]([F:19])([F:18])[F:17])=[C:12]([NH2:14])[CH:13]=2)[CH2:4][CH2:3]1. (4) Given the product [OH:62][C:58]([CH3:59])([CH3:57])[C:60]#[C:61][C:2]1[CH:3]=[CH:4][C:5]2[O:11][CH2:10][CH2:9][N:8]3[C:12]([CH2:18][N:19]4[CH2:23][CH2:22][CH2:21][C:20]4=[O:24])=[C:13]([C:15]([NH2:17])=[O:16])[N:14]=[C:7]3[C:6]=2[CH:25]=1, predict the reactants needed to synthesize it. The reactants are: Br[C:2]1[CH:3]=[CH:4][C:5]2[O:11][CH2:10][CH2:9][N:8]3[C:12]([CH2:18][N:19]4[CH2:23][CH2:22][CH2:21][C:20]4=[O:24])=[C:13]([C:15]([NH2:17])=[O:16])[N:14]=[C:7]3[C:6]=2[CH:25]=1.BrC1C=CC2OCCN3C(CN4C=CN=C4C)=C(C(N)=O)N=C3C=2C=1.N1CCCC1=O.[CH3:57][C:58]([OH:62])([C:60]#[CH:61])[CH3:59]. (5) Given the product [CH2:1]([N:3]1[C:7](=[NH:8])/[C:6](=[CH:9]/[C:10]2[CH:15]=[CH:14][C:13]([O:16][C:28]3[C:37]4[C:32](=[CH:33][CH:34]=[CH:35][CH:36]=4)[C:31]([C:38]#[N:39])=[CH:30][CH:29]=3)=[C:12]([O:17][CH3:18])[CH:11]=2)/[N:5]([CH3:19])[C:4]1=[O:20])[CH3:2], predict the reactants needed to synthesize it. The reactants are: [CH2:1]([N:3]1[C:7](=[NH:8])/[C:6](=[CH:9]\[C:10]2[CH:15]=[CH:14][C:13]([OH:16])=[C:12]([O:17][CH3:18])[CH:11]=2)/[N:5]([CH3:19])[C:4]1=[O:20])[CH3:2].C(=O)([O-])[O-].[Li+].[Li+].F[C:28]1[C:37]2[C:32](=[CH:33][CH:34]=[CH:35][CH:36]=2)[C:31]([C:38]#[N:39])=[CH:30][CH:29]=1.[OH-].[Na+]. (6) Given the product [NH2:19][S:18]([CH2:22][CH2:23][C:24]([NH:17][C:13]1[CH:14]=[CH:15][CH:16]=[C:11]([C:2]2[CH:3]=[N:4][C:5]3[C:10](=[CH:9][CH:8]=[CH:7][CH:6]=3)[N:1]=2)[CH:12]=1)=[O:25])(=[O:21])=[O:20], predict the reactants needed to synthesize it. The reactants are: [N:1]1[C:10]2[C:5](=[CH:6][CH:7]=[CH:8][CH:9]=2)[N:4]=[CH:3][C:2]=1[C:11]1[CH:12]=[C:13]([NH2:17])[CH:14]=[CH:15][CH:16]=1.[S:18]([CH2:22][CH2:23][C:24](O)=[O:25])(=[O:21])(=[O:20])[NH2:19].C(Cl)CCl.C1C=C2N=NN(O)C2=CC=1.O. (7) Given the product [CH3:11][C:10]1[O:9][N:8]=[C:7]([C:12]2[CH:17]=[CH:16][N:15]=[CH:14][CH:13]=2)[C:6]=1[CH2:4][OH:3], predict the reactants needed to synthesize it. The reactants are: C([O:3][C:4]([C:6]1[C:7]([C:12]2[CH:17]=[CH:16][N:15]=[CH:14][CH:13]=2)=[N:8][O:9][C:10]=1[CH3:11])=O)C.[H-].[Al+3].[Li+].[H-].[H-].[H-].O.[OH-].[Na+]. (8) Given the product [C:35]([O:38][CH2:39][CH2:40][N:20]1[C:21]2[C:26](=[CH:25][C:24]([F:27])=[CH:23][CH:22]=2)[C:18]([C:16]([NH:15][C:5]2[CH:6]=[CH:7][C:8]([O:9][CH2:10][C:11]([CH3:14])([CH3:13])[CH3:12])=[C:3]([C:1]#[N:2])[CH:4]=2)=[O:17])=[C:19]1[CH3:28])(=[O:37])[CH3:36], predict the reactants needed to synthesize it. The reactants are: [C:1]([C:3]1[CH:4]=[C:5]([NH:15][C:16]([C:18]2[C:26]3[C:21](=[CH:22][CH:23]=[C:24]([F:27])[CH:25]=3)[NH:20][C:19]=2[CH3:28])=[O:17])[CH:6]=[CH:7][C:8]=1[O:9][CH2:10][C:11]([CH3:14])([CH3:13])[CH3:12])#[N:2].C(=O)([O-])[O-].[K+].[K+].[C:35]([O:38][CH2:39][CH2:40]Br)(=[O:37])[CH3:36].CN(C)C=O.